This data is from Catalyst prediction with 721,799 reactions and 888 catalyst types from USPTO. The task is: Predict which catalyst facilitates the given reaction. (1) Reactant: [Br:1][C:2]1[CH:3]=[CH:4][C:5]([Cl:11])=[C:6]([CH:10]=1)[C:7](O)=[O:8].Cl.[CH3:13][NH:14][O:15][CH3:16].Cl.CN(C)CCCN=C=NCC.ON1C2C=CC=CC=2N=N1.Cl. Product: [Br:1][C:2]1[CH:3]=[CH:4][C:5]([Cl:11])=[C:6]([CH:10]=1)[C:7]([N:14]([O:15][CH3:16])[CH3:13])=[O:8]. The catalyst class is: 236. (2) Reactant: [CH3:1][C:2]1[C:7]([CH3:8])=[CH:6][C:5]([CH3:9])=[CH:4][N:3]=1.ClC1C=CC=C(C(OO)=[O:18])C=1.[OH-].[Na+]. Product: [CH3:8][C:7]1[C:2]([CH:1]=[O:18])=[N:3][CH:4]=[C:5]([CH3:9])[CH:6]=1. The catalyst class is: 4. (3) Reactant: [Br:1][C:2]1[C:7]([O:8][CH3:9])=[C:6]([Cl:10])[C:5]([NH:11][C:12]([C:14]2[C:18]3[N:19]=[CH:20][N:21]=[C:22](Cl)[C:17]=3[S:16][CH:15]=2)=[O:13])=[C:4]([Cl:24])[C:3]=1[O:25][CH3:26].[CH2:27]([N:29]1[CH2:34][CH2:33][N:32]([C:35]2[CH:43]=[CH:42][C:38]([C:39]([NH2:41])=[O:40])=[CH:37][CH:36]=2)[CH2:31][CH2:30]1)[CH3:28].CC1(C)C2C(=C(P(C3C=CC=CC=3)C3C=CC=CC=3)C=CC=2)OC2C(P(C3C=CC=CC=3)C3C=CC=CC=3)=CC=CC1=2.C([O-])([O-])=O.[Cs+].[Cs+]. Product: [Br:1][C:2]1[C:3]([O:25][CH3:26])=[C:4]([Cl:24])[C:5]([NH:11][C:12]([C:14]2[C:18]3[N:19]=[CH:20][N:21]=[C:22]([NH:41][C:39](=[O:40])[C:38]4[CH:37]=[CH:36][C:35]([N:32]5[CH2:31][CH2:30][N:29]([CH2:27][CH3:28])[CH2:34][CH2:33]5)=[CH:43][CH:42]=4)[C:17]=3[S:16][CH:15]=2)=[O:13])=[C:6]([Cl:10])[C:7]=1[O:8][CH3:9]. The catalyst class is: 62.